From a dataset of NCI-60 drug combinations with 297,098 pairs across 59 cell lines. Regression. Given two drug SMILES strings and cell line genomic features, predict the synergy score measuring deviation from expected non-interaction effect. (1) Drug 2: CS(=O)(=O)OCCCCOS(=O)(=O)C. Cell line: NCI-H322M. Drug 1: CC(C1=C(C=CC(=C1Cl)F)Cl)OC2=C(N=CC(=C2)C3=CN(N=C3)C4CCNCC4)N. Synergy scores: CSS=-5.62, Synergy_ZIP=2.78, Synergy_Bliss=-0.737, Synergy_Loewe=-7.59, Synergy_HSA=-5.73. (2) Drug 1: CC1=C2C(C(=O)C3(C(CC4C(C3C(C(C2(C)C)(CC1OC(=O)C(C(C5=CC=CC=C5)NC(=O)C6=CC=CC=C6)O)O)OC(=O)C7=CC=CC=C7)(CO4)OC(=O)C)O)C)OC(=O)C. Drug 2: CC(C)(C#N)C1=CC=C(C=C1)N2C3=C4C=C(C=CC4=NC=C3N(C2=O)C)C5=CC6=CC=CC=C6N=C5. Cell line: HT29. Synergy scores: CSS=65.9, Synergy_ZIP=-1.05, Synergy_Bliss=-2.16, Synergy_Loewe=-0.483, Synergy_HSA=2.84.